Task: Predict which catalyst facilitates the given reaction.. Dataset: Catalyst prediction with 721,799 reactions and 888 catalyst types from USPTO (1) Reactant: Br[C:2]1[CH:15]=[C:14]2[C:5]([O:6][CH:7]3[CH:12]([C:13]42[CH2:19][O:18][C:17]([NH2:20])=[N:16]4)[CH2:11][CH2:10][CH2:9][CH2:8]3)=[CH:4][CH:3]=1.[Cl:21][C:22]1[CH:23]=[C:24](B(O)O)[CH:25]=[N:26][CH:27]=1.C(=O)([O-])[O-].[K+].[K+]. Product: [Cl:21][C:22]1[CH:23]=[C:24]([C:2]2[CH:15]=[C:14]3[C:5]([O:6][CH:7]4[CH:12]([C:13]53[CH2:19][O:18][C:17]([NH2:20])=[N:16]5)[CH2:11][CH2:10][CH2:9][CH2:8]4)=[CH:4][CH:3]=2)[CH:25]=[N:26][CH:27]=1. The catalyst class is: 77. (2) Reactant: [CH3:1][N:2]1[CH2:15][C:14]([CH3:17])([CH3:16])[C:5]2[NH:6][C:7]3[CH:8]=[CH:9][C:10]([CH3:13])=[CH:11][C:12]=3[C:4]=2[CH2:3]1.[H-].[Na+].[O:20]1[CH2:22][CH:21]1[C:23]1[CH:28]=[CH:27][N:26]=[CH:25][CH:24]=1. Product: [N:26]1[CH:27]=[CH:28][C:23]([CH:21]([OH:20])[CH2:22][N:6]2[C:7]3[CH:8]=[CH:9][C:10]([CH3:13])=[CH:11][C:12]=3[C:4]3[CH2:3][N:2]([CH3:1])[CH2:15][C:14]([CH3:17])([CH3:16])[C:5]2=3)=[CH:24][CH:25]=1. The catalyst class is: 3.